Predict the product of the given reaction. From a dataset of Forward reaction prediction with 1.9M reactions from USPTO patents (1976-2016). (1) Given the reactants [Cl:1][C:2]1[CH:9]=[CH:8][C:5]([CH:6]=O)=[CH:4][C:3]=1[F:10].[NH3:11].C[Si]([C:16]#[N:17])(C)C.O, predict the reaction product. The product is: [NH2:11][CH:6]([C:5]1[CH:8]=[CH:9][C:2]([Cl:1])=[C:3]([F:10])[CH:4]=1)[C:16]#[N:17]. (2) Given the reactants [NH2:1][C:2]1[CH:7]=[C:6]([O:8][C:9]2[CH:14]=[CH:13][C:12]([NH:15][C:16]([NH:18][C:19](=[O:27])[CH2:20][C:21]3[CH:26]=[CH:25][CH:24]=[CH:23][CH:22]=3)=[S:17])=[C:11]([F:28])[CH:10]=2)[CH:5]=[CH:4][N:3]=1.C(N(CC)CC)C.Cl[C:37](OC1C=CC=CC=1)=[O:38].[NH:46]1[CH2:51][CH2:50][O:49][CH2:48][CH2:47]1, predict the reaction product. The product is: [F:28][C:11]1[CH:10]=[C:9]([CH:14]=[CH:13][C:12]=1[NH:15][C:16]([NH:18][C:19](=[O:27])[CH2:20][C:21]1[CH:22]=[CH:23][CH:24]=[CH:25][CH:26]=1)=[S:17])[O:8][C:6]1[CH:5]=[CH:4][N:3]=[C:2]([NH:1][C:37]([N:46]2[CH2:51][CH2:50][O:49][CH2:48][CH2:47]2)=[O:38])[CH:7]=1.